This data is from Catalyst prediction with 721,799 reactions and 888 catalyst types from USPTO. The task is: Predict which catalyst facilitates the given reaction. (1) Reactant: [NH2:1][C:2]1[N:6]=[CH:5][NH:4][N:3]=1.[CH3:7][C:8]1[CH:13]=[CH:12][CH:11]=[C:10]([CH3:14])[C:9]=1[N+:15]#[C-:16].[CH:17](=O)[C:18]1[O:22][CH:21]=[CH:20][CH:19]=1. Product: [CH3:7][C:8]1[CH:13]=[CH:12][CH:11]=[C:10]([CH3:14])[C:9]=1[NH:15][C:16]1[N:3]2[NH:4][CH:5]=[N:6][C:2]2=[N:1][C:17]=1[C:18]1[O:22][CH:21]=[CH:20][CH:19]=1. The catalyst class is: 519. (2) Product: [F:25][C:22]1[CH:21]=[C:20]([C:26]([NH2:28])=[O:27])[CH:19]=[C:18]([C:15]2[CH:16]=[CH:17][CH:12]=[CH:13][CH:14]=2)[C:23]=1[CH3:24]. Reactant: [O-]CC.[Na+].ClCC1OC([C:12]2[CH:17]=[CH:16][C:15]([C:18]3[C:23]([CH3:24])=[C:22]([F:25])[CH:21]=[C:20]([C:26]([NH:28]C4CC4)=[O:27])[CH:19]=3)=[CH:14][CH:13]=2)=NN=1. The catalyst class is: 8. (3) Reactant: Cl[C:2]1[CH:7]=[CH:6][N:5]=[C:4]2[CH:8]=[C:9]([CH:11]=[O:12])[S:10][C:3]=12.[F:13][C:14]1[CH:19]=[C:18]([N+:20]([O-:22])=[O:21])[CH:17]=[CH:16][C:15]=1[OH:23].C([O-])([O-])=O.[K+].[K+].O(C1C=CC=CC=1)C1C=CC=CC=1. Product: [F:13][C:14]1[CH:19]=[C:18]([N+:20]([O-:22])=[O:21])[CH:17]=[CH:16][C:15]=1[O:23][C:2]1[CH:7]=[CH:6][N:5]=[C:4]2[CH:8]=[C:9]([CH:11]=[O:12])[S:10][C:3]=12. The catalyst class is: 238. (4) Reactant: C([O:8][CH2:9][CH:10]1[CH2:20][CH2:19][C:13]2([O:17][C:16](=[O:18])[NH:15][CH2:14]2)[CH2:12][CH2:11]1)C1C=CC=CC=1. Product: [OH:8][CH2:9][CH:10]1[CH2:20][CH2:19][C:13]2([O:17][C:16](=[O:18])[NH:15][CH2:14]2)[CH2:12][CH2:11]1. The catalyst class is: 261. (5) The catalyst class is: 28. Product: [CH3:10][C:4]1[CH:5]=[CH:6][CH:7]=[C:8]([CH3:9])[C:3]=1[Si:14]([CH2:11][CH2:12][CH3:13])([O:17][CH3:18])[O:15][CH3:16]. Reactant: [Mg].Br[C:3]1[C:8]([CH3:9])=[CH:7][CH:6]=[CH:5][C:4]=1[CH3:10].[CH2:11]([Si:14](OC)([O:17][CH3:18])[O:15][CH3:16])[CH2:12][CH3:13].Cl.